From a dataset of Full USPTO retrosynthesis dataset with 1.9M reactions from patents (1976-2016). Predict the reactants needed to synthesize the given product. (1) Given the product [CH3:1][C:2]([CH3:25])([CH3:24])[CH2:3][N:4]1[C:12]2[C:7](=[N:8][C:9]([C@@H:13]3[CH2:15][C@H:14]3[CH2:16][CH2:17][N:29]3[CH2:30][C:31](=[O:32])[N:27]([CH3:26])[C:28]3=[O:33])=[CH:10][CH:11]=2)[N:6]([CH3:22])[C:5]1=[O:23], predict the reactants needed to synthesize it. The reactants are: [CH3:1][C:2]([CH3:25])([CH3:24])[CH2:3][N:4]1[C:12]2[C:7](=[N:8][C:9]([C@@H:13]3[CH2:15][C@H:14]3[CH2:16][CH2:17]S(C)(=O)=O)=[CH:10][CH:11]=2)[N:6]([CH3:22])[C:5]1=[O:23].[CH3:26][N:27]1[C:31](=[O:32])[CH2:30][NH:29][C:28]1=[O:33].[H-].[Na+]. (2) The reactants are: [Br:1][C:2]1[CH:10]=[CH:9][C:5]([C:6]([OH:8])=O)=[C:4]([CH3:11])[CH:3]=1.[F:12][C:13]([F:17])([F:16])[CH2:14][NH2:15].Cl.C(N(CC)CCCN=C=NCC)C.O. Given the product [Br:1][C:2]1[CH:10]=[CH:9][C:5]([C:6]([NH:15][CH2:14][C:13]([F:17])([F:16])[F:12])=[O:8])=[C:4]([CH3:11])[CH:3]=1, predict the reactants needed to synthesize it. (3) Given the product [Cl:41][C:42]1[CH:43]=[CH:44][C:45]2[N:51]3[CH:52]=[CH:53][CH:54]=[C:50]3[C@@H:49]([CH2:55][CH2:56][N:57]3[C:61]([CH2:62][OH:63])=[CH:60][N:59]=[N:58]3)[O:48][C@H:47]([C:67]3[CH:72]=[CH:71][CH:70]=[C:69]([O:73][CH3:74])[C:68]=3[O:75][CH3:76])[C:46]=2[CH:77]=1, predict the reactants needed to synthesize it. The reactants are: ClC1C=CC2N3C=CC=C3[C@@H](CCN3C=C(CO)N=N3)O[C@H](C3C=CC=C(OC)C=3OC)C=2C=1.[H-].[Al+3].[Li+].[H-].[H-].[H-].[Cl:41][C:42]1[CH:43]=[CH:44][C:45]2[N:51]3[CH:52]=[CH:53][CH:54]=[C:50]3[C@@H:49]([CH2:55][CH2:56][N:57]3[C:61]([C:62](OCC)=[O:63])=[CH:60][N:59]=[N:58]3)[O:48][C@H:47]([C:67]3[CH:72]=[CH:71][CH:70]=[C:69]([O:73][CH3:74])[C:68]=3[O:75][CH3:76])[C:46]=2[CH:77]=1. (4) Given the product [Br:13][C:11]1[CH:12]=[C:6]([CH2:5][S:2]([CH3:1])(=[O:3])=[O:4])[CH:7]=[CH:8][C:9]=1[NH2:10], predict the reactants needed to synthesize it. The reactants are: [CH3:1][S:2]([CH2:5][C:6]1[CH:12]=[CH:11][C:9]([NH2:10])=[CH:8][CH:7]=1)(=[O:4])=[O:3].[Br:13]N1C(=O)CCC1=O. (5) Given the product [CH:1]1([N:6]2[C:10]3[N:11]=[C:12]([NH:15][C:16]4[CH:24]=[CH:23][C:19]([C:20]([N:35]5[CH2:34][C:33]6([CH2:30][N:31]([C:37]([O:39][C:40]([CH3:42])([CH3:41])[CH3:43])=[O:38])[CH2:32]6)[CH2:36]5)=[O:22])=[CH:18][N:17]=4)[N:13]=[CH:14][C:9]=3[CH:8]=[C:7]2[C:25](=[O:29])[N:26]([CH3:28])[CH3:27])[CH2:2][CH2:3][CH2:4][CH2:5]1, predict the reactants needed to synthesize it. The reactants are: [CH:1]1([N:6]2[C:10]3[N:11]=[C:12]([NH:15][C:16]4[CH:24]=[CH:23][C:19]([C:20]([OH:22])=O)=[CH:18][N:17]=4)[N:13]=[CH:14][C:9]=3[CH:8]=[C:7]2[C:25](=[O:29])[N:26]([CH3:28])[CH3:27])[CH2:5][CH2:4][CH2:3][CH2:2]1.[CH2:30]1[C:33]2([CH2:36][NH:35][CH2:34]2)[CH2:32][N:31]1[C:37]([O:39][C:40]([CH3:43])([CH3:42])[CH3:41])=[O:38]. (6) Given the product [CH3:1][O:2][C:3]1[CH:4]=[C:5]([CH:21]=[CH:22][C:23]=1[O:24][CH3:25])[CH2:6][CH:7]1[C:16]2[C:11](=[CH:12][C:13]([O:19][CH3:20])=[CH:14][C:15]=2[O:17][CH3:18])[CH2:10][CH2:9][N:8]1[CH2:27][C:28]([NH:38][CH2:37][C:32]1[CH:33]=[CH:34][CH:35]=[CH:36][N:31]=1)=[O:29], predict the reactants needed to synthesize it. The reactants are: [CH3:1][O:2][C:3]1[CH:4]=[C:5]([CH:21]=[CH:22][C:23]=1[O:24][CH3:25])[CH2:6][CH:7]1[C:16]2[C:11](=[CH:12][C:13]([O:19][CH3:20])=[CH:14][C:15]=2[O:17][CH3:18])[CH2:10][CH2:9][NH:8]1.Br[CH2:27][C:28](Br)=[O:29].[N:31]1[CH:36]=[CH:35][CH:34]=[CH:33][C:32]=1[CH2:37][NH2:38]. (7) The reactants are: [NH2:1][C:2]1[N:3]=[N:4][N:5]([CH:7]([F:9])[F:8])[N:6]=1.[C:10]1([CH:16]([C:20]2[CH:25]=[CH:24][CH:23]=[CH:22][CH:21]=2)[C:17](Cl)=[O:18])[CH:15]=[CH:14][CH:13]=[CH:12][CH:11]=1. Given the product [F:8][CH:7]([F:9])[N:5]1[N:4]=[N:3][C:2]([NH:1][C:17](=[O:18])[CH:16]([C:10]2[CH:15]=[CH:14][CH:13]=[CH:12][CH:11]=2)[C:20]2[CH:25]=[CH:24][CH:23]=[CH:22][CH:21]=2)=[N:6]1, predict the reactants needed to synthesize it. (8) The reactants are: [OH-:1].[Na+].C1C2=CC3C=CC=[CH:13][C:14]=3N2CC1.[CH3:15][N:16]1[C:24]2[C:19](=[CH:20][CH:21]=[CH:22][CH:23]=2)[C:18]([CH3:25])=[CH:17]1. Given the product [CH2:13]1[C:17]2=[C:18]([CH:25]=[O:1])[C:19]3[CH:20]=[CH:21][CH:22]=[CH:23][C:24]=3[N:16]2[CH2:15][CH2:14]1, predict the reactants needed to synthesize it.